From a dataset of Experimentally validated miRNA-target interactions with 360,000+ pairs, plus equal number of negative samples. Binary Classification. Given a miRNA mature sequence and a target amino acid sequence, predict their likelihood of interaction. (1) The miRNA is hsa-miR-377-3p with sequence AUCACACAAAGGCAACUUUUGU. The protein sequence of the target gene is MGPWGEPELLVWRPEAVASEPPVPVGLEVKLGALVLLLVLTLLCSLVPICVLRRPGANHEGSASRQKALSLVSCFAGGVFLATCLLDLLPDYLAAIDEALAALHVTLQFPLQEFILAMGFFLVLVMEQITLAYKEQSGPSPLEETRALLGTVNGGPQHWHDGPGVPQASGAPATPSALRACVLVFSLALHSVFEGLAVGLQRDRARAMELCLALLLHKGILAVSLSLRLLQSHLRAQVVAGCGILFSCMTPLGIGLGAALAESAGPLHQLAQSVLEGMAAGTFLYITFLEILPQELASSE.... Result: 0 (no interaction). (2) The miRNA is hsa-miR-4439 with sequence GUGACUGAUACCUUGGAGGCAU. The protein sequence of the target gene is MAFSGCQAPYLSPAVPFSGTIQGGLQDGFQITVNGAVLSCSGTRFAVDFQTGFSGNDIAFHFNPRFEDGGYVVCNTRQKGTWGPEERKMHMPFQKGMPFDLCFLVQSSDFKVMVNGSLFVQYFHRVPFHRVDTISVNGSVQLSYISFQNPRAVPVQPAFSTVPFSQPVCFPPRPRGRRQKPPSVRPANPAPITQTVIHTVQSASGQMFSQTPAIPPMMYPHPAYPMPFITTIPGGLYPSKSIILSGTVLPSAQRFHINLCSGSHIAFHMNPRFDENAVVRNTQINNSWGSEERSLPRKMP.... Result: 0 (no interaction). (3) The miRNA is mmu-miR-21a-3p with sequence CAACAGCAGUCGAUGGGCUGUC. The protein sequence of the target gene is MAFPEPKPRAPELPQKRMKTLDCSQGAVRAVRFNVDGNYCLTCGSDKTLKLWNPLRGTLLRTYSGHGYEVLDAAGSFDNSHLCSGGGDKTVVLWDVATGQVVRKFRGHAGKVNTVQFNEEATVILSGSIDSSVRCWDCRSRKPEPVQTLDEARDGISSVKVSDHEILAGSVDGRVRRYDLRMGQVSSDYVGSPITCTCFSRDGQCTLISSLDSTLRLLDKDTGELLGEYVGHKNQQYKLDCCLSERDTHVVSCSEDGKVFFWDLVEGALALALPVGSNVVQSLAYHPTEPCLLTAMGGSI.... Result: 0 (no interaction). (4) The miRNA is gga-miR-133a-3p with sequence UUGGUCCCCUUCAACCAGCUGU. The protein sequence of the target gene is MLTMSVTLSPLRSQGPDPMATDASPMAINMTPTVEQEEGEGEEAVKAIDAEQQYGKPPPLHTAADWKIVLHLPEIETWLRMTSERVRDLTYSVQQDADSKHVDVHLVQLKDICEDISDHVEQIHALLETEFSLKLLSYSVNVIVDIHAVQLLWHQLRVSVLVLRERILQGLQDANGNYTRQTDILQAFSEETTEGRLDSLTEVDDSGQLTIKCSQDYLSLDCGITAFELSDYSPSEDLLGGLGDMTTSQAKTKSFDSWSYSEMEKEFPELIRSVGLLTVATEPVPSSCGEANEDSSQASL.... Result: 0 (no interaction). (5) The miRNA is hsa-miR-3064-5p with sequence UCUGGCUGUUGUGGUGUGCAA. The protein sequence of the target gene is MTSLGLVMENSQVLPAFLLCSTLLVIKMYAVAVITGQVRLRKKAFANPEDALKRGGLQYCRSDPDVERCLRAHRNDMETIYPFLFLGFVYSFLGPNPLIAWIHFLVVLTGRVVHTVAYLGKMNPRIRSGAYVLAQFACFSMALQILWEVAHHL. Result: 0 (no interaction). (6) The miRNA is hsa-miR-3909 with sequence UGUCCUCUAGGGCCUGCAGUCU. The protein sequence of the target gene is MLWRQLIYWQLLALFFLPFCLCQDEYMESPQTGGLPPDCSKCCHGDYSFRGYQGPPGPPGPPGIPGNHGNNGNNGATGHEGAKGEKGDKGDLGPRGERGQHGPKGEKGYPGIPPELQIAFMASLATHFSNQNSGIIFSSVETNIGNFFDVMTGRFGAPVSGVYFFTFSMMKHEDVEEVYVYLMHNGNTVFSMYSYEMKGKSDTSSNHAVLKLAKGDEVWLRMGNGALHGDHQRFSTFAGFLLFETK. Result: 0 (no interaction). (7) The miRNA is mmu-miR-764-3p with sequence AGGAGGCCAUAGUGGCAACUGU. The protein sequence of the target gene is MLPHVVLTFRRLGCALASCRLAPARHRGSGLLHTAPVARSDRSAPVFTRALAFGDRIALVDQHGRHTYRELYSRSLRLSQEICRLCGCVGGDLREERVSFLCANDASYVVAQWASWMSGGVAVPLYRKHPAAQLEYVICDSQSSVVLASQEYLELLSPVVRKLGVPLLPLTPAIYTGAVEEPAEVPVPEQGWRNKGAMIIYTSGTTGRPKGVLSTHQNIRAVVTGLVHKWAWTKDDVILHVLPLHHVHGVVNALLCPLWVGATCVMMPEFSPQQVWEKFLSSETPRINVFMAVPTIYTKL.... Result: 0 (no interaction).